From a dataset of Reaction yield outcomes from USPTO patents with 853,638 reactions. Predict the reaction yield, written as a fraction of the theoretical maximum amount of product (1.0 means a 100% yield; for example, 0.34 means a 34% yield). (1) The reactants are [CH3:1][CH:2]([NH2:4])[CH3:3].Cl[CH2:6][C:7]([O:9][CH2:10][CH3:11])=[O:8]. The catalyst is C1(C)C=CC=CC=1. The product is [CH:2]([NH:4][CH2:6][C:7]([O:9][CH2:10][CH3:11])=[O:8])([CH3:3])[CH3:1]. The yield is 0.510. (2) The reactants are [F:1][C:2]([F:15])([F:14])[S:3]([O:6]S(C(F)(F)F)(=O)=O)(=[O:5])=[O:4].C(N(CC)CC)C.[N:23]1[CH:28]=[CH:27][CH:26]=[CH:25][C:24]=1[C:29]1[N:33]=[C:32]([C:34]2[CH:39]=[C:38](O)[CH:37]=[C:36]([C:41]#[N:42])[CH:35]=2)[O:31][N:30]=1. The catalyst is ClCCl. The product is [N:23]1[CH:28]=[CH:27][CH:26]=[CH:25][C:24]=1[C:29]1[N:33]=[C:32]([C:34]2[CH:39]=[C:38]([O:6][S:3]([C:2]([F:15])([F:14])[F:1])(=[O:5])=[O:4])[CH:37]=[C:36]([C:41]#[N:42])[CH:35]=2)[O:31][N:30]=1. The yield is 0.250. (3) The reactants are [O:1]=[C:2]1[CH2:11][CH2:10][CH2:9][C:8]2[C:7]([C:12]#[N:13])=[CH:6][CH:5]=[CH:4][C:3]1=2. The catalyst is CC1C=CC(C(C)C)=CC=1.CC1C=CC(S([N-][C@@H]([C@H](N)C2C=CC=CC=2)C2C=CC=CC=2)(=O)=O)=CC=1.Cl[Ru+].CCN(CC)CC. The product is [OH:1][C@@H:2]1[CH2:11][CH2:10][CH2:9][C:8]2[C:7]([C:12]#[N:13])=[CH:6][CH:5]=[CH:4][C:3]1=2. The yield is 0.990. (4) The reactants are [CH2:1]([C:3]1[NH:4][C:5](=[O:27])[C:6]([CH2:12][C:13]2[CH:18]=[CH:17][C:16]([C:19]3[C:20]([C:25]#[N:26])=[CH:21][CH:22]=[CH:23][CH:24]=3)=[CH:15][CH:14]=2)=[C:7]([CH2:9][CH2:10][CH3:11])[N:8]=1)[CH3:2].[N:28]1([C:34]2[CH:39]=[CH:38][C:37](B(O)O)=[CH:36][CH:35]=2)[CH2:33][CH2:32][O:31][CH2:30][CH2:29]1.C(N(CC)CC)C.N1C=CC=CC=1. The catalyst is ClCCl.C(OCC)(=O)C.C([O-])(=O)C.[Cu+2].C([O-])(=O)C. The product is [CH2:1]([C:3]1[N:4]([C:37]2[CH:36]=[CH:35][C:34]([N:28]3[CH2:29][CH2:30][O:31][CH2:32][CH2:33]3)=[CH:39][CH:38]=2)[C:5](=[O:27])[C:6]([CH2:12][C:13]2[CH:18]=[CH:17][C:16]([C:19]3[C:20]([C:25]#[N:26])=[CH:21][CH:22]=[CH:23][CH:24]=3)=[CH:15][CH:14]=2)=[C:7]([CH2:9][CH2:10][CH3:11])[N:8]=1)[CH3:2]. The yield is 0.730. (5) The reactants are [F:1][C:2]1[CH:7]=[CH:6][C:5]([CH2:8][CH2:9][NH2:10])=[CH:4][C:3]=1[O:11][CH2:12][C:13]([F:16])([F:15])[F:14].[O:17]1[CH2:21][CH2:20][CH:19]([CH:22]=O)[CH2:18]1.[BH-](OC(C)=O)(OC(C)=O)OC(C)=O.[Na+].C([O-])(O)=O.[Na+]. The catalyst is ClCCl. The product is [F:1][C:2]1[CH:7]=[CH:6][C:5]([CH2:8][CH2:9][NH:10][CH2:22][CH:19]2[CH2:20][CH2:21][O:17][CH2:18]2)=[CH:4][C:3]=1[O:11][CH2:12][C:13]([F:15])([F:14])[F:16]. The yield is 0.440.